Regression. Given a peptide amino acid sequence and an MHC pseudo amino acid sequence, predict their binding affinity value. This is MHC class I binding data. From a dataset of Peptide-MHC class I binding affinity with 185,985 pairs from IEDB/IMGT. (1) The peptide sequence is LTLDIFYLF. The MHC is Mamu-B08 with pseudo-sequence Mamu-B08. The binding affinity (normalized) is 0.0901. (2) The peptide sequence is WLVLRINKAL. The MHC is HLA-A02:02 with pseudo-sequence HLA-A02:02. The binding affinity (normalized) is 0.710. (3) The peptide sequence is SYLDSGIHF. The MHC is HLA-A24:02 with pseudo-sequence HLA-A24:02. The binding affinity (normalized) is 0.638.